From a dataset of Forward reaction prediction with 1.9M reactions from USPTO patents (1976-2016). Predict the product of the given reaction. (1) Given the reactants C([O:4][CH2:5][C:6]1[C:7]([C:32]([O:34]CC)=[O:33])=[N:8][O:9][C:10]=1[C:11]1[CH:16]=[CH:15][CH:14]=[C:13](/[CH:17]=[CH:18]/[CH2:19][O:20][C:21]2[CH:26]=[CH:25][CH:24]=[C:23]([OH:27])[C:22]=2[C:28]([O:30][CH3:31])=[O:29])[CH:12]=1)(=O)C.C([O-])([O-])=O.[K+].[K+].Cl.C(=O)=O, predict the reaction product. The product is: [OH:27][C:23]1[C:22]([C:28]([O:30][CH3:31])=[O:29])=[C:21]([CH:26]=[CH:25][CH:24]=1)[O:20][CH2:19]/[CH:18]=[CH:17]/[C:13]1[CH:12]=[C:11]([C:10]2[O:9][N:8]=[C:7]([C:32]([OH:34])=[O:33])[C:6]=2[CH2:5][OH:4])[CH:16]=[CH:15][CH:14]=1. (2) Given the reactants [Cl:1][C:2]1[C:7]([C:8]2[CH:13]=[CH:12][CH:11]=[CH:10][CH:9]=2)=[N:6][N:5]=[C:4]2[N:14]([CH2:23][C:24](O)=[O:25])[N:15]=[C:16]([C:17]3[CH:22]=[CH:21][CH:20]=[CH:19][CH:18]=3)[C:3]=12.[O:27]=[C:28]1[CH2:33][NH:32][CH2:31][CH2:30][NH:29]1.C(N(C(C)C)CC)(C)C.F[P-](F)(F)(F)(F)F.N1(OC(N(C)C)=[N+](C)C)C2N=CC=CC=2N=N1, predict the reaction product. The product is: [Cl:1][C:2]1[C:7]([C:8]2[CH:9]=[CH:10][CH:11]=[CH:12][CH:13]=2)=[N:6][N:5]=[C:4]2[N:14]([CH2:23][C:24]([N:32]3[CH2:31][CH2:30][NH:29][C:28](=[O:27])[CH2:33]3)=[O:25])[N:15]=[C:16]([C:17]3[CH:22]=[CH:21][CH:20]=[CH:19][CH:18]=3)[C:3]=12.